Dataset: Hepatocyte clearance measurements from AstraZeneca. Task: Regression/Classification. Given a drug SMILES string, predict its absorption, distribution, metabolism, or excretion properties. Task type varies by dataset: regression for continuous measurements (e.g., permeability, clearance, half-life) or binary classification for categorical outcomes (e.g., BBB penetration, CYP inhibition). For this dataset (clearance_hepatocyte_az), we predict log10(clearance) (log10 of the in vitro intrinsic clearance, CLint, in uL/min per 10^6 hepatocytes; values are censored to the assay range of 3 to 150, which is 0.477 to 2.18 on this log10 scale). (1) The drug is OC(c1ccc(-c2ccc(CN3CCN(Cc4ccncc4)CC3)cc2)c(F)c1)(C(F)(F)F)C(F)(F)F. The log10(clearance) is 1.09. (2) The compound is O=C(NCc1ccccc1)c1cc(-c2ccco2)on1. The log10(clearance) is 2.14. (3) The compound is N#C[C@]1(NC(=O)[C@@H](N)Cc2cccs2)C[C@H]1c1ccccc1. The log10(clearance) is 2.13. (4) The drug is COc1ccc2nc(C)cc(OCC(=O)Nc3ccccc3OC)c2c1. The log10(clearance) is 2.18.